From a dataset of Forward reaction prediction with 1.9M reactions from USPTO patents (1976-2016). Predict the product of the given reaction. (1) Given the reactants [Cl:1][C:2]1[CH:8]=[CH:7][CH:6]=[C:5]([N+:9]([O-])=O)[C:3]=1[NH2:4], predict the reaction product. The product is: [Cl:1][C:2]1[CH:8]=[CH:7][CH:6]=[C:5]([NH2:9])[C:3]=1[NH2:4]. (2) Given the reactants [Cl:1][C:2]1[CH:3]=[C:4]([CH:8]=[CH:9][N:10]=1)[C:5]([OH:7])=O.[F:11][C:12]1[CH:13]=[C:14]2[C:18](=[CH:19][CH:20]=1)[NH:17][CH2:16][C:15]2([CH3:22])[CH3:21].CN(C(ON1N=NC2C=CC=CC1=2)=[N+](C)C)C.[B-](F)(F)(F)F, predict the reaction product. The product is: [Cl:1][C:2]1[CH:3]=[C:4]([C:5]([N:17]2[C:18]3[C:14](=[CH:13][C:12]([F:11])=[CH:20][CH:19]=3)[C:15]([CH3:22])([CH3:21])[CH2:16]2)=[O:7])[CH:8]=[CH:9][N:10]=1. (3) Given the reactants Br[C:2]1[CH:7]=[CH:6][C:5]([C:8]2[N:9]([C:24]3[CH:29]=[CH:28][CH:27]=[CH:26][C:25]=3[Cl:30])[N:10]=[C:11]3[C:16](=[O:17])[N:15]([CH2:18][C:19]([F:22])([F:21])[F:20])[C:14]([CH3:23])=[N:13][C:12]=23)=[CH:4][CH:3]=1.[CH3:31][N:32](C=O)C, predict the reaction product. The product is: [Cl:30][C:25]1[CH:26]=[CH:27][CH:28]=[CH:29][C:24]=1[N:9]1[C:8]([C:5]2[CH:4]=[CH:3][C:2]([C:31]#[N:32])=[CH:7][CH:6]=2)=[C:12]2[N:13]=[C:14]([CH3:23])[N:15]([CH2:18][C:19]([F:20])([F:22])[F:21])[C:16](=[O:17])[C:11]2=[N:10]1.